From a dataset of Reaction yield outcomes from USPTO patents with 853,638 reactions. Predict the reaction yield, written as a fraction of the theoretical maximum amount of product (1.0 means a 100% yield; for example, 0.34 means a 34% yield). (1) The catalyst is C(Cl)Cl. The product is [CH3:21][N:4]1[CH2:5][CH:6]=[C:7]([C:8]2[CH:9]=[N:10][C:11]([CH3:17])=[C:12]([N+:14]([O-:16])=[O:15])[CH:13]=2)[C:2]([CH3:18])([CH3:1])[CH2:3]1. The yield is 1.00. The reactants are [CH3:1][C:2]1([CH3:18])[C:7]([C:8]2[CH:9]=[N:10][C:11]([CH3:17])=[C:12]([N+:14]([O-:16])=[O:15])[CH:13]=2)=[CH:6][CH2:5][NH:4][CH2:3]1.C=O.[C:21](O[BH-](OC(=O)C)OC(=O)C)(=O)C.[Na+]. (2) The reactants are C(O)(C(F)(F)F)=O.[CH2:8]([O:51][CH:52]1[C@H:56]2[C@H:57](OC3CCCCO3)[N:58](C(OC(C)(C)C)=O)[C:59]3[CH:66]=[C:65]([O:67][CH3:68])[CH:64]=[CH:63][C:60]=3[C:61](=[O:62])[N:55]2[CH2:54][CH2:53]1)[CH2:9][CH2:10][CH2:11][CH2:12][CH2:13][CH2:14][CH2:15][CH2:16][CH2:17][CH2:18][O:19][CH:20]1[C@H:24]2[C@H:25](OC3CCCCO3)[N:26](C(OC(C)(C)C)=O)[C:27]3[CH:34]=[C:33]([O:35][CH3:36])[CH:32]=[CH:31][C:28]=3[C:29](=[O:30])[N:23]2[CH2:22][CH2:21]1.C([O-])(O)=O.[Na+]. The catalyst is CO.C(Cl)(Cl)Cl. The product is [CH2:18]([O:19][CH:20]1[C@@H:24]2[CH:25]=[N:26][C:27]3[CH:34]=[C:33]([O:35][CH3:36])[CH:32]=[CH:31][C:28]=3[C:29](=[O:30])[N:23]2[CH2:22][CH2:21]1)[CH2:17][CH2:16][CH2:15][CH2:14][CH2:13][CH2:12][CH2:11][CH2:10][CH2:9][CH2:8][O:51][CH:52]1[C@@H:56]2[CH:57]=[N:58][C:59]3[CH:66]=[C:65]([O:67][CH3:68])[CH:64]=[CH:63][C:60]=3[C:61](=[O:62])[N:55]2[CH2:54][CH2:53]1. The yield is 0.870.